Task: Predict which catalyst facilitates the given reaction.. Dataset: Catalyst prediction with 721,799 reactions and 888 catalyst types from USPTO Reactant: [CH3:1][C:2]1[C:3](=[O:10])[NH:4][C:5](=[O:9])[NH:6][C:7]=1[Cl:8].C(=O)([O-])[O-].[Cs+].[Cs+].Br[CH2:18][C:19]1[CH:31]=[CH:30][C:22]([C:23]([O:25][C:26]([CH3:29])([CH3:28])[CH3:27])=[O:24])=[CH:21][CH:20]=1.ClCCl.CO. Product: [C:26]([O:25][C:23](=[O:24])[C:22]1[CH:21]=[CH:20][C:19]([CH2:18][N:4]2[C:3](=[O:10])[C:2]([CH3:1])=[C:7]([Cl:8])[NH:6][C:5]2=[O:9])=[CH:31][CH:30]=1)([CH3:29])([CH3:28])[CH3:27]. The catalyst class is: 9.